The task is: Predict the product of the given reaction.. This data is from Forward reaction prediction with 1.9M reactions from USPTO patents (1976-2016). (1) Given the reactants Cl[C:2]1[N:3]=[CH:4][C:5](I)=[C:6]2[C:11]=1[N:10]=[C:9]([CH3:12])[CH:8]=[CH:7]2.[F:14][C:15]1[CH:20]=[CH:19][C:18](B(O)O)=[CH:17][N:16]=1.[NH2:24][C:25]1[S:26][CH:27]=[C:28]([CH3:30])[N:29]=1, predict the reaction product. The product is: [F:14][C:15]1[N:16]=[CH:17][C:18]([C:5]2[CH:4]=[N:3][C:2]([NH:24][C:25]3[S:26][CH:27]=[C:28]([CH3:30])[N:29]=3)=[C:11]3[C:6]=2[CH:7]=[CH:8][C:9]([CH3:12])=[N:10]3)=[CH:19][CH:20]=1. (2) The product is: [Cl:13][C:7]1[C:6]([C:14]2[CH:19]=[CH:18][CH:17]=[C:16]([F:20])[CH:15]=2)=[C:5]([Cl:21])[C:4]2[C:9](=[C:10]([CH3:12])[CH:11]=[C:2]([C:29]([C:26]3[CH:27]=[CH:28][C:23]([F:22])=[CH:24][CH:25]=3)([C:31]3[N:35]([CH3:36])[CH:34]=[N:33][CH:32]=3)[OH:30])[CH:3]=2)[N:8]=1. Given the reactants Br[C:2]1[CH:3]=[C:4]2[C:9](=[C:10]([CH3:12])[CH:11]=1)[N:8]=[C:7]([Cl:13])[C:6]([C:14]1[CH:19]=[CH:18][CH:17]=[C:16]([F:20])[CH:15]=1)=[C:5]2[Cl:21].[F:22][C:23]1[CH:28]=[CH:27][C:26]([C:29]([C:31]2[N:35]([CH3:36])[CH:34]=[N:33][CH:32]=2)=[O:30])=[CH:25][CH:24]=1.[Li]CCCC, predict the reaction product. (3) Given the reactants [F:1][C:2]1[CH:3]=[C:4]([CH:6]=[CH:7][C:8]=1[O:9][C:10]1[C:19]2[C:14](=[CH:15][C:16]([O:22][CH2:23][CH2:24][CH2:25][N:26]3[CH2:31][CH2:30][O:29][CH2:28][CH2:27]3)=[C:17]([O:20][CH3:21])[CH:18]=2)[N:13]=[CH:12][CH:11]=1)[NH2:5].[F:32][C:33]1[CH:49]=[CH:48][C:36]([CH2:37][N:38]2[CH:43]=[CH:42][CH:41]=[C:40]([C:44](O)=[O:45])[C:39]2=[O:47])=[CH:35][CH:34]=1, predict the reaction product. The product is: [F:1][C:2]1[CH:3]=[C:4]([NH:5][C:44]([C:40]2[C:39](=[O:47])[N:38]([CH2:37][C:36]3[CH:35]=[CH:34][C:33]([F:32])=[CH:49][CH:48]=3)[CH:43]=[CH:42][CH:41]=2)=[O:45])[CH:6]=[CH:7][C:8]=1[O:9][C:10]1[C:19]2[C:14](=[CH:15][C:16]([O:22][CH2:23][CH2:24][CH2:25][N:26]3[CH2:31][CH2:30][O:29][CH2:28][CH2:27]3)=[C:17]([O:20][CH3:21])[CH:18]=2)[N:13]=[CH:12][CH:11]=1. (4) Given the reactants [CH3:1][CH2:2][CH2:3][CH:4]1[O:24][C@:23]2([C:25]([CH2:27][OH:28])=[O:26])[C@@H:6]([CH2:7][C@@H:8]3[C@:22]2([CH3:29])[CH2:21][C@H:20]([OH:30])[C@H:19]2[C@H:9]3[CH2:10][CH2:11][C:12]3[C@:18]2([CH3:31])[CH:17]=[CH:16][C:14](=[O:15])[CH:13]=3)[O:5]1, predict the reaction product. The product is: [CH3:1][CH2:2][CH2:3][CH:4]1[O:24][C@:23]2([C:25]([CH2:27][OH:28])=[O:26])[C@@H:6]([CH2:7][C@@H:8]3[C@:22]2([CH3:29])[CH2:21][C@H:20]([OH:30])[C@H:19]2[C@H:9]3[CH2:10][CH2:11][C:12]3[C@:18]2([CH3:31])[CH:17]=[CH:16][C:14](=[O:15])[CH:13]=3)[O:5]1.[CH2:4]([OH:5])[CH3:3]. (5) Given the reactants [Cl:1][C:2]1[CH:26]=[CH:25][C:5]([C:6]([NH:8][C:9]2[CH:14]=[CH:13][C:12]([O:15][CH2:16][CH2:17][N:18]3[CH2:22][CH2:21][CH2:20][CH2:19]3)=[C:11]([O:23][CH3:24])[CH:10]=2)=[O:7])=[C:4]([N+:27]([O-])=O)[CH:3]=1.O.O.[Sn](Cl)Cl, predict the reaction product. The product is: [NH2:27][C:4]1[CH:3]=[C:2]([Cl:1])[CH:26]=[CH:25][C:5]=1[C:6]([NH:8][C:9]1[CH:14]=[CH:13][C:12]([O:15][CH2:16][CH2:17][N:18]2[CH2:19][CH2:20][CH2:21][CH2:22]2)=[C:11]([O:23][CH3:24])[CH:10]=1)=[O:7]. (6) The product is: [F:1][C:2]1[CH:38]=[CH:37][C:5]([CH2:6][N:7]2[CH2:12][CH:11]([CH2:13][CH2:14][CH:15]([CH3:17])[CH3:16])[C:10]([OH:18])=[C:9]([C:19]3[NH:24][C:23]4[CH:25]=[CH:26][C:27]([NH:29][S:30]([CH3:33])(=[O:31])=[O:32])=[CH:28][C:22]=4[S:21](=[O:34])(=[O:35])[N:20]=3)[C:8]2=[O:36])=[CH:4][CH:3]=1. Given the reactants [F:1][C:2]1[CH:38]=[CH:37][C:5]([CH2:6][N:7]2[CH2:12][CH:11]([CH2:13][CH:14]=[C:15]([CH3:17])[CH3:16])[C:10]([OH:18])=[C:9]([C:19]3[NH:24][C:23]4[CH:25]=[CH:26][C:27]([NH:29][S:30]([CH3:33])(=[O:32])=[O:31])=[CH:28][C:22]=4[S:21](=[O:35])(=[O:34])[N:20]=3)[C:8]2=[O:36])=[CH:4][CH:3]=1, predict the reaction product.